From a dataset of Catalyst prediction with 721,799 reactions and 888 catalyst types from USPTO. Predict which catalyst facilitates the given reaction. (1) Reactant: [NH2:1][CH2:2][CH2:3][N:4]1[CH2:8][CH:7]([C:9]2[CH:14]=[CH:13][CH:12]=[CH:11][CH:10]=2)[C:6]([C:15]2[CH:20]=[CH:19][C:18]([Cl:21])=[CH:17][CH:16]=2)=[N:5]1.C(N(C(C)C)CC)(C)C.[F:31][C:32]([F:44])([F:43])[C:33]1[CH:34]=[C:35]([S:39](Cl)(=[O:41])=[O:40])[CH:36]=[CH:37][CH:38]=1. Product: [Cl:21][C:18]1[CH:17]=[CH:16][C:15]([C:6]2[CH:7]([C:9]3[CH:14]=[CH:13][CH:12]=[CH:11][CH:10]=3)[CH2:8][N:4]([CH2:3][CH2:2][NH:1][S:39]([C:35]3[CH:36]=[CH:37][CH:38]=[C:33]([C:32]([F:31])([F:43])[F:44])[CH:34]=3)(=[O:41])=[O:40])[N:5]=2)=[CH:20][CH:19]=1. The catalyst class is: 10. (2) Reactant: [CH2:1]([OH:8])[C:2]1[CH:7]=[CH:6][CH:5]=[CH:4][CH:3]=1.[H-].[Na+].[F:11][C:12]1[CH:20]=[CH:19][CH:18]=[C:17](F)[C:13]=1[C:14]([NH2:16])=[O:15].Cl. Product: [CH2:1]([O:8][C:17]1[CH:18]=[CH:19][CH:20]=[C:12]([F:11])[C:13]=1[C:14]([NH2:16])=[O:15])[C:2]1[CH:7]=[CH:6][CH:5]=[CH:4][CH:3]=1. The catalyst class is: 3. (3) Reactant: [C:1]1([CH2:7][C@@H:8]2[CH2:12][O:11][C:10](=[O:13])[NH:9]2)[CH:6]=[CH:5][CH:4]=[CH:3][CH:2]=1.C([Li])CCC.[CH:19]1([CH2:24][CH2:25][C:26](Cl)=[O:27])[CH2:23][CH2:22][CH2:21][CH2:20]1. Product: [CH:19]1([CH2:24][CH2:25][C:26]([N:9]2[C@H:8]([CH2:7][C:1]3[CH:2]=[CH:3][CH:4]=[CH:5][CH:6]=3)[CH2:12][O:11][C:10]2=[O:13])=[O:27])[CH2:23][CH2:22][CH2:21][CH2:20]1. The catalyst class is: 7. (4) Reactant: [CH2:1]([NH2:4])[C:2]#[CH:3].[OH:5][S:6]([OH:9])(=[O:8])=[O:7]. Product: [S:6]([OH:9])([OH:8])(=[O:7])=[O:5].[CH2:1]([NH2:4])[C:2]#[CH:3].[CH2:1]([NH2:4])[C:2]#[CH:3]. The catalyst class is: 8. (5) Reactant: Cl[Si:2]([CH3:20])([CH3:19])[CH:3]1[C:11]2[C:6](=[C:7]([C:12]3[CH:17]=[CH:16][CH:15]=[CH:14][CH:13]=3)[CH:8]=[CH:9][CH:10]=2)[CH:5]=[C:4]1[CH3:18].[CH3:21][C:22]1[CH-:26][C:25]([CH3:27])=[C:24]([CH3:28])[C:23]=1[CH3:29].[Na+]. Product: [CH3:19][Si:2]([CH3:20])([CH:3]1[C:11]2[C:6](=[C:7]([C:12]3[CH:17]=[CH:16][CH:15]=[CH:14][CH:13]=3)[CH:8]=[CH:9][CH:10]=2)[CH:5]=[C:4]1[CH3:18])[CH:26]1[C:25]([CH3:27])=[C:24]([CH3:28])[C:23]([CH3:29])=[C:22]1[CH3:21]. The catalyst class is: 7. (6) Reactant: [NH2:1][C@@H:2]([CH2:20][C:21]1[CH:26]=[CH:25][C:24]([NH:27][C:28]2[CH:33]=[CH:32][CH:31]=[C:30]([CH3:34])[N:29]=2)=[C:23]([CH2:35][CH2:36][CH2:37][CH2:38][CH3:39])[CH:22]=1)[C@H:3]([OH:19])[CH2:4][NH:5][C:6]1([C:9]2[CH:14]=[CH:13][CH:12]=[C:11]([C:15]([CH3:18])([CH3:17])[CH3:16])[CH:10]=2)[CH2:8][CH2:7]1.[CH3:40][C:41](OC(C)=O)=[O:42].C(Cl)Cl. The catalyst class is: 424. Product: [OH:19][C@H:3]([CH2:4][NH:5][C:6]1([C:9]2[CH:14]=[CH:13][CH:12]=[C:11]([C:15]([CH3:17])([CH3:16])[CH3:18])[CH:10]=2)[CH2:7][CH2:8]1)[C@@H:2]([NH:1][C:41](=[O:42])[CH3:40])[CH2:20][C:21]1[CH:26]=[CH:25][C:24]([NH:27][C:28]2[CH:33]=[CH:32][CH:31]=[C:30]([CH3:34])[N:29]=2)=[C:23]([CH2:35][CH2:36][CH2:37][CH2:38][CH3:39])[CH:22]=1. (7) Reactant: [Cl:1][C:2]1[CH:3]=[N:4][N:5]([CH3:18])[C:6]=1[C:7]1[CH:12]=[C:11]([N+:13]([O-])=O)[CH:10]=[CH:9][C:8]=1[O:16][CH3:17]. Product: [Cl:1][C:2]1[CH:3]=[N:4][N:5]([CH3:18])[C:6]=1[C:7]1[CH:12]=[C:11]([NH2:13])[CH:10]=[CH:9][C:8]=1[O:16][CH3:17]. The catalyst class is: 14.